Dataset: Forward reaction prediction with 1.9M reactions from USPTO patents (1976-2016). Task: Predict the product of the given reaction. (1) The product is: [CH3:24][N:21]1[CH:22]=[CH:23][C:19]([NH:18][C:17]([C:9]2[C:8]([NH2:7])=[CH:13][CH:12]=[C:11]([CH:14]3[CH2:16][CH2:15]3)[N:10]=2)=[O:25])=[N:20]1. Given the reactants C(OC(=O)[NH:7][C:8]1[C:9]([C:17](=[O:25])[NH:18][C:19]2[CH:23]=[CH:22][N:21]([CH3:24])[N:20]=2)=[N:10][C:11]([CH:14]2[CH2:16][CH2:15]2)=[CH:12][CH:13]=1)(C)(C)C.FC(F)(F)C(O)=O.C(OCC)(=O)C.C(=O)(O)[O-].[Na+].O, predict the reaction product. (2) Given the reactants [CH:1](=[N:8]/[OH:9])\[C:2]1[CH:7]=[CH:6][CH:5]=[CH:4][CH:3]=1.[Cl:10]N1C(=O)CCC1=O.O, predict the reaction product. The product is: [Cl:10][C:2]1([CH:7]=[CH:6][CH:5]=[CH:4][CH2:3]1)/[CH:1]=[N:8]/[OH:9]. (3) Given the reactants [Cl:1][C:2]1[CH:7]=[CH:6][C:5]([C:8]2[CH:13]=[C:12]([CH:14]3[CH2:16][CH2:15]3)[N:11]3[N:17]=[CH:18][C:19]([C:20]([OH:22])=O)=[C:10]3[N:9]=2)=[CH:4][CH:3]=1.[NH2:23][C:24]1[CH:25]=[C:26]([S:30]([NH:33][C:34]2([CH2:39][OH:40])[CH2:38][CH2:37][CH2:36][CH2:35]2)(=[O:32])=[O:31])[CH:27]=[CH:28][CH:29]=1, predict the reaction product. The product is: [OH:40][CH2:39][C:34]1([NH:33][S:30]([C:26]2[CH:25]=[C:24]([NH:23][C:20]([C:19]3[CH:18]=[N:17][N:11]4[C:12]([CH:14]5[CH2:16][CH2:15]5)=[CH:13][C:8]([C:5]5[CH:4]=[CH:3][C:2]([Cl:1])=[CH:7][CH:6]=5)=[N:9][C:10]=34)=[O:22])[CH:29]=[CH:28][CH:27]=2)(=[O:32])=[O:31])[CH2:38][CH2:37][CH2:36][CH2:35]1. (4) Given the reactants C[O:2][C:3]1[CH:8]=[CH:7][C:6]([C@@H:9]2[C@@H:14]([O:15][CH2:16][C:17]3[CH:18]=[CH:19][C:20]4[O:25][CH2:24][CH2:23][N:22]([CH2:26][CH2:27][CH2:28][O:29][CH3:30])[C:21]=4[CH:31]=3)[CH2:13][N:12]([S:32]([C:35]3[CH:40]=[CH:39][C:38]([CH3:41])=[CH:37][CH:36]=3)(=[O:34])=[O:33])[C@H:11]([CH2:42][C:43]([CH3:48])([CH3:47])[C:44]([OH:46])=[O:45])[CH2:10]2)=[CH:5][CH:4]=1.C([S-])C.[Na+], predict the reaction product. The product is: [OH:2][C:3]1[CH:8]=[CH:7][C:6]([C@@H:9]2[C@@H:14]([O:15][CH2:16][C:17]3[CH:18]=[CH:19][C:20]4[O:25][CH2:24][CH2:23][N:22]([CH2:26][CH2:27][CH2:28][O:29][CH3:30])[C:21]=4[CH:31]=3)[CH2:13][N:12]([S:32]([C:35]3[CH:36]=[CH:37][C:38]([CH3:41])=[CH:39][CH:40]=3)(=[O:34])=[O:33])[C@H:11]([CH2:42][C:43]([CH3:48])([CH3:47])[C:44]([OH:46])=[O:45])[CH2:10]2)=[CH:5][CH:4]=1. (5) Given the reactants [OH:1][C:2]1[CH:12]=[CH:11][C:5]([C:6]([O:8][CH2:9][CH3:10])=[O:7])=[CH:4][N:3]=1.[I-:13].O, predict the reaction product. The product is: [OH:1][C:2]1[C:12]([I:13])=[CH:11][C:5]([C:6]([O:8][CH2:9][CH3:10])=[O:7])=[CH:4][N:3]=1. (6) Given the reactants [Cl:1][C:2]1[C:7]([NH:8][C:9](=O)[CH2:10][O:11][CH2:12][CH3:13])=[C:6]([NH:15][CH2:16][CH:17]([CH3:19])[CH3:18])[CH:5]=[C:4]([CH3:20])[N:3]=1.P(Cl)(Cl)(Cl)=O, predict the reaction product. The product is: [Cl:1][C:2]1[C:7]2[N:8]=[C:9]([CH2:10][O:11][CH2:12][CH3:13])[N:15]([CH2:16][CH:17]([CH3:19])[CH3:18])[C:6]=2[CH:5]=[C:4]([CH3:20])[N:3]=1. (7) Given the reactants [NH2:1][C:2]1[C:3]([C:10]([OH:12])=[O:11])=[N:4][C:5]([O:8][CH3:9])=[CH:6][CH:7]=1.[CH3:13]CN(C(C)C)C(C)C.[CH3:22][C:23]1[C:32]2[C:27](=[CH:28][CH:29]=[CH:30][CH:31]=2)[C:26]([C:33](Cl)=[O:34])=[CH:25][CH:24]=1.C([O-])([O-])=O.[K+].[K+].CI, predict the reaction product. The product is: [CH3:9][O:8][C:5]1[N:4]=[C:3]([C:10]([O:12][CH3:13])=[O:11])[C:2]([NH:1][C:33]([C:26]2[C:27]3[C:32](=[CH:31][CH:30]=[CH:29][CH:28]=3)[C:23]([CH3:22])=[CH:24][CH:25]=2)=[O:34])=[CH:7][CH:6]=1. (8) Given the reactants [Br:1][C:2]1[CH:3]=[C:4]([NH2:8])[CH:5]=[CH:6][CH:7]=1.[CH:9]12[CH2:14][CH:13]1[C:12](=[O:15])[O:11][C:10]2=O.C(N1C=CN=C1)(N1C=CN=C1)=O, predict the reaction product. The product is: [Br:1][C:2]1[CH:3]=[C:4]([N:8]2[C:10](=[O:11])[CH:9]3[CH:13]([CH2:14]3)[C:12]2=[O:15])[CH:5]=[CH:6][CH:7]=1.